This data is from Forward reaction prediction with 1.9M reactions from USPTO patents (1976-2016). The task is: Predict the product of the given reaction. (1) Given the reactants [OH:1][C@@H:2]1[CH2:6][CH2:5][O:4][CH2:3]1.CC(C)([O-])C.[K+].F[C:14]1[CH:19]=[CH:18][C:17]([N+:20]([O-:22])=[O:21])=[CH:16][C:15]=1[N:23]1[C:27](=[O:28])[N:26]([CH3:29])[N:25]=[N:24]1, predict the reaction product. The product is: [O:4]1[CH2:5][CH2:6][C@@H:2]([O:1][C:14]2[CH:19]=[CH:18][C:17]([N+:20]([O-:22])=[O:21])=[CH:16][C:15]=2[N:23]2[C:27](=[O:28])[N:26]([CH3:29])[N:25]=[N:24]2)[CH2:3]1. (2) The product is: [N:32]([C@@H:22]1[CH2:21][CH2:20][C@@H:19]([O:18][Si:5]([C:1]([CH3:2])([CH3:4])[CH3:3])([C:6]2[CH:7]=[CH:8][CH:9]=[CH:10][CH:11]=2)[C:12]2[CH:17]=[CH:16][CH:15]=[CH:14][CH:13]=2)[C@@:24]1([CH3:25])[OH:23])=[N+:33]=[N-:34]. Given the reactants [C:1]([Si:5]([O:18][C@@H:19]1[C@@:24]2([CH3:25])[C@H:22]([O:23]2)[CH2:21][CH2:20]1)([C:12]1[CH:17]=[CH:16][CH:15]=[CH:14][CH:13]=1)[C:6]1[CH:11]=[CH:10][CH:9]=[CH:8][CH:7]=1)([CH3:4])([CH3:3])[CH3:2].Cl([O-])(=O)(=O)=O.[Li+].[N-:32]=[N+:33]=[N-:34].[Na+], predict the reaction product.